The task is: Predict the product of the given reaction.. This data is from Forward reaction prediction with 1.9M reactions from USPTO patents (1976-2016). Given the reactants [Cl:1][CH2:2][C:3]([O:5][CH2:6][C@H:7]1[O:19][C@@H:11](SC2C=CC=CC=2)[C@H:10]([O:20][CH2:21][C:22]2[CH:27]=[CH:26][CH:25]=[CH:24][CH:23]=2)[C@@H:9]([O:28][CH2:29][C:30]2[CH:35]=[CH:34][CH:33]=[CH:32][CH:31]=2)[C@H:8]1[O:36][CH2:37][C:38]1[CH:43]=[CH:42][CH:41]=[CH:40][CH:39]=1)=[O:4].CCN(S(F)(F)[F:50])CC.C1C(=O)N(Br)C(=O)C1, predict the reaction product. The product is: [Cl:1][CH2:2][C:3]([O:5][CH2:6][C@H:7]1[O:19][C@@H:11]([F:50])[C@H:10]([O:20][CH2:21][C:22]2[CH:27]=[CH:26][CH:25]=[CH:24][CH:23]=2)[C@@H:9]([O:28][CH2:29][C:30]2[CH:35]=[CH:34][CH:33]=[CH:32][CH:31]=2)[C@H:8]1[O:36][CH2:37][C:38]1[CH:43]=[CH:42][CH:41]=[CH:40][CH:39]=1)=[O:4].